From a dataset of Full USPTO retrosynthesis dataset with 1.9M reactions from patents (1976-2016). Predict the reactants needed to synthesize the given product. (1) Given the product [CH3:27][C:24]1[CH:25]=[CH:26][C:21]([S:18]([N:4]2[C:5]3[N:6]=[CH:7][N:8]=[C:9]([N:11]4[CH2:16][CH2:15][CH2:14][CH:13]([CH3:17])[CH2:12]4)[C:10]=3[C:2]([B:38]3[O:39][C:40]([CH3:42])([CH3:41])[C:36]([CH3:43])([CH3:35])[O:37]3)=[CH:3]2)(=[O:20])=[O:19])=[CH:22][CH:23]=1, predict the reactants needed to synthesize it. The reactants are: Br[C:2]1[C:10]2[C:9]([N:11]3[CH2:16][CH2:15][CH2:14][CH:13]([CH3:17])[CH2:12]3)=[N:8][CH:7]=[N:6][C:5]=2[N:4]([S:18]([C:21]2[CH:26]=[CH:25][C:24]([CH3:27])=[CH:23][CH:22]=2)(=[O:20])=[O:19])[CH:3]=1.C(N(CC)CC)C.[CH3:35][C:36]1([CH3:43])[C:40]([CH3:42])([CH3:41])[O:39][BH:38][O:37]1. (2) Given the product [F:29][C:30]1[CH:31]=[C:32]2[C:37](=[CH:38][C:39]=1[C:40]#[N:41])[O:36][CH2:35][CH2:34]/[C:33]/2=[CH:2]\[O:3][CH3:4], predict the reactants needed to synthesize it. The reactants are: [Cl-].[CH3:2][O:3][CH2:4][P+](C1C=CC=CC=1)(C1C=CC=CC=1)C1C=CC=CC=1.C([Li])CCC.[F:29][C:30]1[CH:31]=[C:32]2[C:37](=[CH:38][C:39]=1[C:40]#[N:41])[O:36][CH2:35][CH2:34][C:33]2=O. (3) Given the product [Cl:1][C:2]1[C:3]([OH:11])=[N:4][CH:5]=[C:6]([C:8]([O:10][CH3:13])=[O:9])[CH:7]=1, predict the reactants needed to synthesize it. The reactants are: [Cl:1][C:2]1[C:3]([OH:11])=[N:4][CH:5]=[C:6]([C:8]([OH:10])=[O:9])[CH:7]=1.[Si](C=[N+]=[N-])(C)(C)[CH3:13]. (4) Given the product [CH:34]1([NH:37][C:2]2[N:7]=[C:6]([C:8]3[C:9]([C:27]4[CH:32]=[CH:31][C:30]([F:33])=[CH:29][CH:28]=4)=[N:10][N:11]4[C:16]=3[CH2:15][CH2:14][CH2:13][N:12]4[C:17]([O:19][CH2:20][C:21]3[CH:26]=[CH:25][CH:24]=[CH:23][CH:22]=3)=[O:18])[CH:5]=[CH:4][N:3]=2)[CH2:36][CH2:35]1, predict the reactants needed to synthesize it. The reactants are: Cl[C:2]1[N:7]=[C:6]([C:8]2[C:9]([C:27]3[CH:32]=[CH:31][C:30]([F:33])=[CH:29][CH:28]=3)=[N:10][N:11]3[C:16]=2[CH2:15][CH2:14][CH2:13][N:12]3[C:17]([O:19][CH2:20][C:21]2[CH:26]=[CH:25][CH:24]=[CH:23][CH:22]=2)=[O:18])[CH:5]=[CH:4][N:3]=1.[CH:34]1([NH2:37])[CH2:36][CH2:35]1. (5) Given the product [CH3:7][C:5]1[N:6]=[C:2]([NH:1][C:22]([C:24]2[CH:29]=[C:28]([C:30]#[N:31])[CH:27]=[C:26]([CH3:32])[N:25]=2)=[O:21])[S:3][CH:4]=1, predict the reactants needed to synthesize it. The reactants are: [NH2:1][C:2]1[S:3][CH:4]=[C:5]([CH3:7])[N:6]=1.C[Al](C)C.CCCCCCC.C([O:21][C:22]([C:24]1[CH:29]=[C:28]([C:30]#[N:31])[CH:27]=[C:26]([CH3:32])[N:25]=1)=O)C.C(C(C(C([O-])=O)O)O)([O-])=O.[Na+].[K+]. (6) Given the product [ClH:45].[ClH:45].[NH2:23][CH2:22][C:13]1[C:12]([C:31]2[CH:36]=[CH:35][C:34]([CH3:37])=[CH:33][CH:32]=2)=[C:11]([CH2:10][C:9]([N:5]2[CH2:6][CH2:7][CH2:8][C@H:4]2[C:2]([NH2:1])=[O:3])=[O:38])[C:16]([CH3:17])=[N:15][C:14]=1[CH2:18][CH:19]([CH3:21])[CH3:20], predict the reactants needed to synthesize it. The reactants are: [NH2:1][C:2]([C@@H:4]1[CH2:8][CH2:7][CH2:6][N:5]1[C:9](=[O:38])[CH2:10][C:11]1[C:12]([C:31]2[CH:36]=[CH:35][C:34]([CH3:37])=[CH:33][CH:32]=2)=[C:13]([CH2:22][NH:23]C(=O)OC(C)(C)C)[C:14]([CH2:18][CH:19]([CH3:21])[CH3:20])=[N:15][C:16]=1[CH3:17])=[O:3].O1CCOCC1.[ClH:45]. (7) Given the product [ClH:18].[NH2:10][C@H:3]([C:4]1[N:5]=[N:6][N:7]([CH3:9])[N:8]=1)[CH2:2][OH:1], predict the reactants needed to synthesize it. The reactants are: [OH:1][CH2:2][C@H:3]([NH:10]C(=O)OC(C)(C)C)[C:4]1[N:5]=[N:6][N:7]([CH3:9])[N:8]=1.[ClH:18].O1CCOCC1. (8) The reactants are: [Cl:1][C:2]1[CH:3]=[C:4]([N+:9]([O-])=O)[CH:5]=[CH:6][C:7]=1F.[NH:12]1[CH2:17][CH2:16][S:15][CH2:14][CH2:13]1.[Cl-].[NH4+].COC(OC)[N:23]([CH3:25])C.Cl.N[OH:30]. Given the product [OH:30][NH:23][CH:25]=[N:9][C:4]1[CH:5]=[CH:6][C:7]([N:12]2[CH2:17][CH2:16][S:15][CH2:14][CH2:13]2)=[C:2]([Cl:1])[CH:3]=1, predict the reactants needed to synthesize it.